This data is from Full USPTO retrosynthesis dataset with 1.9M reactions from patents (1976-2016). The task is: Predict the reactants needed to synthesize the given product. (1) Given the product [CH3:33][C:30]([CH:34]1[CH2:35][CH2:36][N:37]([CH2:2][C:3]2[N:4]([CH3:28])[C:5]3[C:10]([N:11]=2)=[C:9]([N:12]2[CH2:17][CH2:16][O:15][CH2:14][CH2:13]2)[N:8]=[C:7]([N:18]2[C:22]4[CH:23]=[CH:24][CH:25]=[CH:26][C:21]=4[N:20]=[C:19]2[CH3:27])[N:6]=3)[CH2:38][CH2:39]1)([CH3:29])[CH2:31][OH:32], predict the reactants needed to synthesize it. The reactants are: Br[CH2:2][C:3]1[N:4]([CH3:28])[C:5]2[C:10]([N:11]=1)=[C:9]([N:12]1[CH2:17][CH2:16][O:15][CH2:14][CH2:13]1)[N:8]=[C:7]([N:18]1[C:22]3[CH:23]=[CH:24][CH:25]=[CH:26][C:21]=3[N:20]=[C:19]1[CH3:27])[N:6]=2.[CH3:29][C:30]([CH:34]1[CH2:39][CH2:38][NH:37][CH2:36][CH2:35]1)([CH3:33])[CH2:31][OH:32]. (2) Given the product [NH2:1][C:2]1[N:3]([CH3:28])[C:4](=[O:27])[C@:5]2([N:26]=1)[C:14]1[C:9](=[CH:10][CH:11]=[C:12]([C:32]3[CH:33]=[N:34][CH:35]=[C:30]([Cl:29])[CH:31]=3)[CH:13]=1)[CH2:8][C@:7]([CH2:17][OH:18])([CH3:16])[CH2:6]2, predict the reactants needed to synthesize it. The reactants are: [NH2:1][C:2]1[N:3]([CH3:28])[C:4](=[O:27])[C@:5]2([N:26]=1)[C:14]1[C:9](=[CH:10][CH:11]=[C:12](Br)[CH:13]=1)[CH2:8][C@:7]([CH2:17][O:18][Si](C(C)(C)C)(C)C)([CH3:16])[CH2:6]2.[Cl:29][C:30]1[CH:31]=[C:32](B(O)O)[CH:33]=[N:34][CH:35]=1. (3) The reactants are: C([O:5][C:6]([CH2:8][C:9]1[N:13]=[C:12]([C:14]2[CH:15]=[N:16][CH:17]=[CH:18][C:19]=2[C:20]([F:23])([F:22])[F:21])[O:11][N:10]=1)=[O:7])(C)(C)C.FC(F)(F)C(O)=O. Given the product [OH:7][C:6]([CH2:8][C:9]1[N:13]=[C:12]([C:14]2[CH:15]=[N:16][CH:17]=[CH:18][C:19]=2[C:20]([F:22])([F:23])[F:21])[O:11][N:10]=1)=[O:5], predict the reactants needed to synthesize it. (4) Given the product [CH3:1][C:2]1[C:3]([CH2:15][O:16][C:17]2[CH:22]=[CH:21][C:20]([C:23]3[CH:27]=[CH:26][N:25]([CH2:49][CH:52]4[CH2:55][CH2:56]4)[N:24]=3)=[CH:19][C:18]=2[CH3:28])=[C:4]([N:8]2[C:12](=[O:13])[N:11]([CH3:14])[N:10]=[N:9]2)[CH:5]=[CH:6][CH:7]=1, predict the reactants needed to synthesize it. The reactants are: [CH3:1][C:2]1[C:3]([CH2:15][O:16][C:17]2[CH:22]=[CH:21][C:20]([C:23]3[CH:27]=[CH:26][NH:25][N:24]=3)=[CH:19][C:18]=2[CH3:28])=[C:4]([N:8]2[C:12](=[O:13])[N:11]([CH3:14])[N:10]=[N:9]2)[CH:5]=[CH:6][CH:7]=1.CO[C:56]1[C:52]([CH2:49]O[C:56]2[CH:55]=C[C:49]([C:52]3[CH:56]=[CH:55]NN=3)=C[C:52]=2[CH3:49])=C(N2C(=O)N(C)N=N2)C=C[CH:55]=1. (5) The reactants are: [Cl:1][C:2]1[CH:10]=[CH:9][C:5]([C:6](Cl)=[O:7])=[CH:4][N:3]=1.[CH3:11][NH:12][O:13][CH3:14].C(N(CC)CC)C. Given the product [Cl:1][C:2]1[CH:10]=[CH:9][C:5]([C:6]([N:12]([O:13][CH3:14])[CH3:11])=[O:7])=[CH:4][N:3]=1, predict the reactants needed to synthesize it. (6) Given the product [OH:36][C:33]([CH:30]1[CH2:31][CH2:32][N:27]([C:24]2[N:25]=[CH:26][C:21]([C:12]3[C:11]4[C:16](=[CH:17][C:18]([O:19][CH3:20])=[C:9]([OH:8])[CH:10]=4)[N:15]=[N:14][CH:13]=3)=[CH:22][C:23]=2[CH3:37])[CH2:28][CH2:29]1)([CH3:34])[CH3:35], predict the reactants needed to synthesize it. The reactants are: COC1C=CC(C[O:8][C:9]2[CH:10]=[C:11]3[C:16](=[CH:17][C:18]=2[O:19][CH3:20])[N:15]=[N:14][CH:13]=[C:12]3[C:21]2[CH:22]=[C:23]([CH3:37])[C:24]([N:27]3[CH2:32][CH2:31][CH:30]([C:33]([OH:36])([CH3:35])[CH3:34])[CH2:29][CH2:28]3)=[N:25][CH:26]=2)=CC=1.O.C(C1C(=O)C(Cl)=C(Cl)C(=O)C=1C#N)#N.